This data is from Catalyst prediction with 721,799 reactions and 888 catalyst types from USPTO. The task is: Predict which catalyst facilitates the given reaction. (1) Reactant: [Br:1][C:2]1[CH:7]=[CH:6][C:5]([NH:8][N:9]=[C:10]([C:12]2[C:17]([F:18])=[CH:16][CH:15]=[CH:14][C:13]=2[Cl:19])[NH2:11])=[CH:4][CH:3]=1.N1C=CC=CC=1.[C:26](Cl)(Cl)=[O:27]. Product: [Br:1][C:2]1[CH:3]=[CH:4][C:5]([N:8]2[C:26](=[O:27])[NH:11][C:10]([C:12]3[C:17]([F:18])=[CH:16][CH:15]=[CH:14][C:13]=3[Cl:19])=[N:9]2)=[CH:6][CH:7]=1. The catalyst class is: 22. (2) Reactant: C([NH:8][C@H:9]1[CH2:14][CH2:13][C@H:12]([C:15]2[CH:20]=[CH:19][C:18]([O:21]CC3C=CC=CC=3)=[CH:17][N:16]=2)[CH2:11][CH2:10]1)C1C=CC=CC=1. Product: [NH2:8][C@H:9]1[CH2:10][CH2:11][C@H:12]([C:15]2[N:16]=[CH:17][C:18]([OH:21])=[CH:19][CH:20]=2)[CH2:13][CH2:14]1. The catalyst class is: 5. (3) Reactant: [C:1]1(=[O:11])[NH:5][C:4](=[O:6])[C:3]2=[CH:7][CH:8]=[CH:9][CH:10]=[C:2]12.[CH:12]([C:14]([CH3:16])=[O:15])=[CH2:13].C(OCC)(=O)C. Product: [O:15]=[C:14]([CH3:16])[CH2:12][CH2:13][N:5]1[C:1](=[O:11])[C:2]2[C:3](=[CH:7][CH:8]=[CH:9][CH:10]=2)[C:4]1=[O:6]. The catalyst class is: 5. (4) Reactant: C1C2C(C[O:15][C:16]([N:18]([CH3:46])[C@H:19]([C:23]([NH:25][C@H:26]([C:30]([N:32]([C@@H:34]([C@@H:42]([CH3:45])[CH2:43][CH3:44])[C@H:35]([O:40][CH3:41])[CH2:36][C:37]([OH:39])=[O:38])[CH3:33])=[O:31])[CH:27]([CH3:29])[CH3:28])=[O:24])[CH:20]([CH3:22])[CH3:21])=[O:17])C3C(=CC=CC=3)C=2C=CC=1.N1CCCCC1.[C:53](OC(OC(O[C:53]([CH3:56])([CH3:55])[CH3:54])=O)=O)([CH3:56])([CH3:55])[CH3:54]. Product: [C:53]([O:15][C:16]([N:18]([CH3:46])[C@H:19]([C:23]([NH:25][C@H:26]([C:30]([N:32]([C@@H:34]([C@@H:42]([CH3:45])[CH2:43][CH3:44])[C@H:35]([O:40][CH3:41])[CH2:36][C:37]([OH:39])=[O:38])[CH3:33])=[O:31])[CH:27]([CH3:28])[CH3:29])=[O:24])[CH:20]([CH3:22])[CH3:21])=[O:17])([CH3:56])([CH3:55])[CH3:54]. The catalyst class is: 3. (5) The catalyst class is: 519. Reactant: [NH2:1][C:2]1[CH:7]=[CH:6][CH:5]=[CH:4][N:3]=1.[C:8]([N+:12]#[C-:13])([CH3:11])([CH3:10])[CH3:9].[CH:14](=O)[CH3:15]. Product: [C:8]([NH:12][C:13]1[N:3]2[CH:4]=[CH:5][CH:6]=[CH:7][C:2]2=[N:1][C:14]=1[CH3:15])([CH3:11])([CH3:10])[CH3:9]. (6) Reactant: C([O:8][C:9]1[CH:14]=[C:13]([C:15]2[S:16][CH:17]=[CH:18][N:19]=2)[CH:12]=[CH:11][C:10]=1[N:20]1[S:24](=[O:26])(=[O:25])[NH:23][C:22](=[O:27])[CH2:21]1)C1C=CC=CC=1.B(Br)(Br)Br.O. Product: [OH:8][C:9]1[CH:14]=[C:13]([C:15]2[S:16][CH:17]=[CH:18][N:19]=2)[CH:12]=[CH:11][C:10]=1[N:20]1[S:24](=[O:26])(=[O:25])[NH:23][C:22](=[O:27])[CH2:21]1. The catalyst class is: 2. (7) Reactant: [F:1][C:2]([F:14])([F:13])[C:3]1[CH:4]=[CH:5][C:6]([I:12])=[C:7]([CH:11]=1)[C:8](O)=[O:9].O. Product: [F:13][C:2]([F:1])([F:14])[C:3]1[CH:4]=[CH:5][C:6]([I:12])=[C:7]([CH:11]=1)[CH2:8][OH:9]. The catalyst class is: 1. (8) Reactant: [NH2:1][C:2]1[CH:3]=[C:4]([CH:8]=[CH:9][CH:10]=1)[C:5]([NH2:7])=[O:6].[CH2:11]([O:13][C:14]1[CH:15]=[C:16](B(O)O)[CH:17]=[CH:18][C:19]=1[F:20])[CH3:12].O.[C:25]([OH:29])(=[O:28])[CH:26]=O. Product: [C:5]([C:4]1[CH:3]=[C:2]([NH:1][CH:26]([C:16]2[CH:17]=[CH:18][C:19]([F:20])=[C:14]([O:13][CH2:11][CH3:12])[CH:15]=2)[C:25]([OH:29])=[O:28])[CH:10]=[CH:9][CH:8]=1)(=[O:6])[NH2:7]. The catalyst class is: 444.